Dataset: Full USPTO retrosynthesis dataset with 1.9M reactions from patents (1976-2016). Task: Predict the reactants needed to synthesize the given product. (1) Given the product [CH3:1][C:2]1[CH:7]=[CH:6][C:5]([NH:8][C:9](=[O:20])[C:10]2[CH:15]=[CH:14][CH:13]=[C:12]([C:16]([F:18])([F:19])[F:17])[CH:11]=2)=[CH:4][C:3]=1[N:21]1[C:22](=[O:23])[C:24]2[C:25](=[N:26][C:27]([S:30][CH3:31])=[N:28][CH:29]=2)[NH:32][C:43]1=[O:45], predict the reactants needed to synthesize it. The reactants are: [CH3:1][C:2]1[CH:7]=[CH:6][C:5]([NH:8][C:9](=[O:20])[C:10]2[CH:15]=[CH:14][CH:13]=[C:12]([C:16]([F:19])([F:18])[F:17])[CH:11]=2)=[CH:4][C:3]=1[NH:21][C:22]([C:24]1[C:25]([NH2:32])=[N:26][C:27]([S:30][CH3:31])=[N:28][CH:29]=1)=[O:23].C(N(C(C)C)CC)(C)C.Cl[C:43](Cl)([O:45]C(=O)OC(Cl)(Cl)Cl)Cl. (2) Given the product [CH:1]1([CH2:7][N:8]2[C:16]3[C:11](=[CH:12][CH:13]=[CH:14][C:15]=3[O:17][CH3:18])[C:10]([C:19](=[O:21])[C:29]#[N:30])=[CH:9]2)[CH2:2][CH2:3][CH2:4][CH2:5][CH2:6]1, predict the reactants needed to synthesize it. The reactants are: [CH:1]1([CH2:7][N:8]2[C:16]3[C:11](=[CH:12][CH:13]=[CH:14][C:15]=3[O:17][CH3:18])[C:10]([C:19]([OH:21])=O)=[CH:9]2)[CH2:6][CH2:5][CH2:4][CH2:3][CH2:2]1.C(Cl)(=O)C(Cl)=O.[Cu][C:29]#[N:30].C1(C)C=CC=CC=1.